From a dataset of Full USPTO retrosynthesis dataset with 1.9M reactions from patents (1976-2016). Predict the reactants needed to synthesize the given product. (1) Given the product [NH2:23][CH:18]1[CH2:17][C:16]2[N:15]=[CH:14][C:13]([N:8]3[C:9](=[O:12])[CH:10]=[N:11][C:6]4[CH:5]=[CH:4][C:3]([O:2][CH3:1])=[N:31][C:7]3=4)=[CH:22][C:21]=2[CH2:20][CH2:19]1, predict the reactants needed to synthesize it. The reactants are: [CH3:1][O:2][C:3]1[CH:4]=[CH:5][C:6]2[N:11]=[CH:10][C:9](=[O:12])[N:8]([C:13]3[CH:14]=[N:15][C:16]4[CH2:17][CH:18]([NH:23]C(=O)OC(C)(C)C)[CH2:19][CH2:20][C:21]=4[CH:22]=3)[C:7]=2[N:31]=1.C(O)(C(F)(F)F)=O. (2) Given the product [C:19]([NH2:23])(=[O:22])[C:20]#[CH:21].[CH3:24][O:25][CH2:26][C:27]([OH:29])=[O:28].[BH:9]1[CH:1]2[CH2:10][CH2:18][CH2:17][CH:16]1[CH2:15][CH2:14][CH2:13]2, predict the reactants needed to synthesize it. The reactants are: [CH:1]1([CH:10]2[CH2:18][CH2:17][CH2:16][CH2:15][CH2:14][CH2:13]CC2)[BH:9]CCCCCCC1.[C:19]([NH2:23])(=[O:22])[C:20]#[CH:21].[CH3:24][O:25][CH2:26][C:27]([OH:29])=[O:28]. (3) Given the product [CH3:1][CH2:2][O:3][C:4]1[CH:9]=[CH:8][C:7]([CH2:10][C:11]2[CH:12]=[C:13]([C@@H:18]3[O:23][C@H:22]([CH2:24][OH:25])[C@@H:21]([OH:26])[C@H:20]([OH:27])[C@H:19]3[OH:28])[CH:14]=[CH:15][C:16]=2[Cl:17])=[CH:6][CH:5]=1.[CH2:29]([OH:33])[CH:30]([OH:32])[CH3:31], predict the reactants needed to synthesize it. The reactants are: [CH3:1][CH2:2][O:3][C:4]1[CH:5]=[CH:6][C:7]([CH2:10][C:11]2[CH:12]=[C:13]([C@@H:18]3[O:23][C@H:22]([CH2:24][OH:25])[C@@H:21]([OH:26])[C@H:20]([OH:27])[C@H:19]3[OH:28])[CH:14]=[CH:15][C:16]=2[Cl:17])=[CH:8][CH:9]=1.[CH2:29]([OH:33])[CH:30]([OH:32])[CH3:31].CO. (4) Given the product [C:3]([OH:12])(=[O:4])[C:2]([CH3:1])=[CH2:8].[CH2:3]([CH:5]1[CH2:6][CH2:7][O:9]1)[CH3:2], predict the reactants needed to synthesize it. The reactants are: [CH3:1][C:2]1[CH:8]=[C:7]([OH:9])[CH:6]=[CH:5][C:3]=1[OH:4].CC(C)=[O:12]. (5) The reactants are: [CH3:1][C:2]1[N:6]2[CH:7]=[CH:8][C:9]3[CH2:10][CH2:11][CH2:12][CH2:13][C:14]=3[C:5]2=[N:4][C:3]=1[CH2:15]O.S(Cl)([Cl:19])=O. Given the product [Cl:19][CH2:15][C:3]1[N:4]=[C:5]2[C:14]3[CH2:13][CH2:12][CH2:11][CH2:10][C:9]=3[CH:8]=[CH:7][N:6]2[C:2]=1[CH3:1], predict the reactants needed to synthesize it.